Dataset: Full USPTO retrosynthesis dataset with 1.9M reactions from patents (1976-2016). Task: Predict the reactants needed to synthesize the given product. (1) Given the product [F:6][C:5]([F:8])([F:7])[S:2]([O:1][C:18]1[CH:19]=[C:20]([C:23]2([CH3:27])[CH2:26][O:25][CH2:24]2)[CH:21]=[CH:22][C:17]=1[CH3:16])(=[O:4])=[O:3], predict the reactants needed to synthesize it. The reactants are: [O:1](S(C(F)(F)F)(=O)=O)[S:2]([C:5]([F:8])([F:7])[F:6])(=[O:4])=[O:3].[CH3:16][C:17]1[CH:22]=[CH:21][C:20]([C:23]2([CH3:27])[CH2:26][O:25][CH2:24]2)=[CH:19][C:18]=1O.N1C=CC=CC=1. (2) Given the product [CH3:5][O:12][CH2:13][C@@H:14]1[C@@H:20]([C:21]2[CH:26]=[CH:25][C:24]([Cl:27])=[C:23]([Cl:28])[CH:22]=2)[CH2:19][C@H:18]2[N:29]([CH3:30])[C@@H:15]1[CH2:16][CH2:17]2, predict the reactants needed to synthesize it. The reactants are: S([C:5]1C=CC(C)=CC=1)(O)(=O)=O.[OH:12][CH2:13][C@@H:14]1[C@@H:20]([C:21]2[CH:26]=[CH:25][C:24]([Cl:27])=[C:23]([Cl:28])[CH:22]=2)[CH2:19][C@H:18]2[N:29]([CH3:30])[C@@H:15]1[CH2:16][CH2:17]2.C[O-].[Na+]. (3) Given the product [C:16]1([C:15]#[C:14][C:12]2[CH:13]=[C:8]([C:7](=[O:22])[CH3:1])[CH:9]=[N:10][CH:11]=2)[CH:21]=[CH:20][CH:19]=[CH:18][CH:17]=1, predict the reactants needed to synthesize it. The reactants are: [CH3:1][Mg]Br.CON(C)[C:7](=[O:22])[C:8]1[CH:13]=[C:12]([C:14]#[C:15][C:16]2[CH:21]=[CH:20][CH:19]=[CH:18][CH:17]=2)[CH:11]=[N:10][CH:9]=1. (4) Given the product [Cl:14][C:15]1[CH:16]=[C:17]([NH:21][C:22]([NH:13][C@H:10]2[CH2:9][CH2:8][C@H:7]([C:1]3[CH:6]=[CH:5][CH:4]=[CH:3][CH:2]=3)[CH2:12][CH2:11]2)=[O:23])[CH:18]=[CH:19][CH:20]=1, predict the reactants needed to synthesize it. The reactants are: [C:1]1([C@H:7]2[CH2:12][CH2:11][C@H:10]([NH2:13])[CH2:9][CH2:8]2)[CH:6]=[CH:5][CH:4]=[CH:3][CH:2]=1.[Cl:14][C:15]1[CH:16]=[C:17]([N:21]=[C:22]=[O:23])[CH:18]=[CH:19][CH:20]=1. (5) Given the product [F:20][C:16]1[CH:15]=[C:14]2[C:19]([C:11]([C:9]3[CH:8]=[N:7][N:6]([CH2:5][CH:4]=[O:3])[CH:10]=3)=[CH:12][N:13]2[S:21]([C:24]2[CH:25]=[CH:26][CH:27]=[CH:28][CH:29]=2)(=[O:23])=[O:22])=[CH:18][CH:17]=1, predict the reactants needed to synthesize it. The reactants are: C([O:3][CH:4](OCC)[CH2:5][N:6]1[CH:10]=[C:9]([C:11]2[C:19]3[C:14](=[CH:15][C:16]([F:20])=[CH:17][CH:18]=3)[N:13]([S:21]([C:24]3[CH:29]=[CH:28][CH:27]=[CH:26][CH:25]=3)(=[O:23])=[O:22])[CH:12]=2)[CH:8]=[N:7]1)C.Cl.